From a dataset of TCR-epitope binding with 47,182 pairs between 192 epitopes and 23,139 TCRs. Binary Classification. Given a T-cell receptor sequence (or CDR3 region) and an epitope sequence, predict whether binding occurs between them. The epitope is YFPLQSYGF. The TCR CDR3 sequence is CALYLQGGLVYGYTF. Result: 1 (the TCR binds to the epitope).